This data is from Peptide-MHC class I binding affinity with 185,985 pairs from IEDB/IMGT. The task is: Regression. Given a peptide amino acid sequence and an MHC pseudo amino acid sequence, predict their binding affinity value. This is MHC class I binding data. (1) The peptide sequence is MLKLRVDVF. The MHC is HLA-A11:01 with pseudo-sequence HLA-A11:01. The binding affinity (normalized) is 0.0847. (2) The peptide sequence is SLYTVATL. The MHC is HLA-A02:01 with pseudo-sequence HLA-A02:01. The binding affinity (normalized) is 0.216. (3) The peptide sequence is KVYGRYSAV. The MHC is HLA-B08:01 with pseudo-sequence HLA-B08:01. The binding affinity (normalized) is 0.868. (4) The peptide sequence is MSHLKVALYR. The MHC is HLA-A33:01 with pseudo-sequence HLA-A33:01. The binding affinity (normalized) is 0.612. (5) The MHC is HLA-A30:02 with pseudo-sequence HLA-A30:02. The peptide sequence is AFFSDLVKF. The binding affinity (normalized) is 0.213. (6) The peptide sequence is TLGYCMIRW. The MHC is HLA-A24:02 with pseudo-sequence HLA-A24:02. The binding affinity (normalized) is 0. (7) The peptide sequence is EVFFGLSRY. The MHC is HLA-A68:23 with pseudo-sequence HLA-A68:23. The binding affinity (normalized) is 1.00. (8) The peptide sequence is HLGGFVHAC. The MHC is HLA-A03:01 with pseudo-sequence HLA-A03:01. The binding affinity (normalized) is 0.0847. (9) The peptide sequence is YDRLASTVI. The MHC is HLA-A24:03 with pseudo-sequence HLA-A24:03. The binding affinity (normalized) is 0.0847.